This data is from Full USPTO retrosynthesis dataset with 1.9M reactions from patents (1976-2016). The task is: Predict the reactants needed to synthesize the given product. Given the product [CH3:2][O:3][C:4](=[O:14])[C:5]1[CH:10]=[C:9]([NH:11][N:12]=[CH:16][C:17]([OH:19])=[O:18])[CH:8]=[CH:7][C:6]=1[Cl:13], predict the reactants needed to synthesize it. The reactants are: Cl.[CH3:2][O:3][C:4](=[O:14])[C:5]1[CH:10]=[C:9]([NH:11][NH2:12])[CH:8]=[CH:7][C:6]=1[Cl:13].O=[CH:16][C:17]([OH:19])=[O:18].